From a dataset of Catalyst prediction with 721,799 reactions and 888 catalyst types from USPTO. Predict which catalyst facilitates the given reaction. Reactant: [CH3:1][O:2][C:3](=[O:29])[C@H:4]([C@@H:26]([CH3:28])O)[NH:5][C:6](=[O:25])[C:7]1[CH:12]=[CH:11][C:10]([NH:13][C:14]([O:16][CH2:17][C:18]2[CH:23]=[CH:22][CH:21]=[CH:20][CH:19]=2)=[O:15])=[C:9]([CH3:24])[CH:8]=1.CC[N+](S(N=C(OC)[O-])(=O)=O)(CC)CC. Product: [CH2:17]([O:16][C:14]([NH:13][C:10]1[CH:11]=[CH:12][C:7]([C:6]2[O:25][CH:26]([CH3:28])[CH:4]([C:3]([O:2][CH3:1])=[O:29])[N:5]=2)=[CH:8][C:9]=1[CH3:24])=[O:15])[C:18]1[CH:19]=[CH:20][CH:21]=[CH:22][CH:23]=1. The catalyst class is: 1.